From a dataset of Full USPTO retrosynthesis dataset with 1.9M reactions from patents (1976-2016). Predict the reactants needed to synthesize the given product. (1) Given the product [F:19][C:10]1[C:9](=[O:20])[NH:8][C:7]([CH2:6][C:5]([O-:21])=[O:4])=[N:12][C:11]=1[N:13]1[CH2:14][CH2:15][O:16][CH2:17][CH2:18]1.[Na+:2], predict the reactants needed to synthesize it. The reactants are: [OH-].[Na+:2].C[O:4][C:5](=[O:21])[CH2:6][C:7]1[NH:8][C:9](=[O:20])[C:10]([F:19])=[C:11]([N:13]2[CH2:18][CH2:17][O:16][CH2:15][CH2:14]2)[N:12]=1. (2) Given the product [C:19]([C:21]1[CH:28]=[CH:27][CH:26]=[CH:25][C:22]=1[CH2:23][N:4]([CH2:3][CH:2]([CH3:18])[CH3:1])[CH:5]1[CH2:6][CH2:7][N:8]([C:11]([O:13][C:14]([CH3:15])([CH3:16])[CH3:17])=[O:12])[CH2:9][CH2:10]1)#[N:20], predict the reactants needed to synthesize it. The reactants are: [CH3:1][CH:2]([CH3:18])[CH2:3][NH:4][CH:5]1[CH2:10][CH2:9][N:8]([C:11]([O:13][C:14]([CH3:17])([CH3:16])[CH3:15])=[O:12])[CH2:7][CH2:6]1.[C:19]([C:21]1[CH:28]=[CH:27][CH:26]=[CH:25][C:22]=1[CH:23]=O)#[N:20].CO. (3) Given the product [F:33][C:11]1[CH:12]=[C:13]2[C:18](=[C:9]([OH:8])[CH:10]=1)[N:17]=[C:16]([C:19]1[N:23]3[CH:24]=[CH:25][C:26]([O:28][CH2:29][CH2:30][O:31][CH3:32])=[CH:27][C:22]3=[N:21][CH:20]=1)[CH:15]=[CH:14]2, predict the reactants needed to synthesize it. The reactants are: C([O:8][C:9]1[CH:10]=[C:11]([F:33])[CH:12]=[C:13]2[C:18]=1[N:17]=[C:16]([C:19]1[N:23]3[CH:24]=[CH:25][C:26]([O:28][CH2:29][CH2:30][O:31][CH3:32])=[CH:27][C:22]3=[N:21][CH:20]=1)[CH:15]=[CH:14]2)C1C=CC=CC=1.C([O-])=O.[NH4+].